The task is: Predict which catalyst facilitates the given reaction.. This data is from Catalyst prediction with 721,799 reactions and 888 catalyst types from USPTO. (1) Reactant: Br[C:2]1[C:3]([N:22]2[CH2:26][CH2:25][C@@H:24]([OH:27])[CH2:23]2)=[N:4][CH:5]=[C:6]([CH:21]=1)[C:7]([NH:9][C:10]1[CH:15]=[CH:14][C:13]([O:16][C:17]([Cl:20])([F:19])[F:18])=[CH:12][CH:11]=1)=[O:8].[CH3:28][C:29]1[CH:34]=[CH:33][N:32]=[CH:31][C:30]=1B1OC(C)(C)C(C)(C)O1.[O-]P([O-])([O-])=O.[K+].[K+].[K+]. The catalyst class is: 73. Product: [Cl:20][C:17]([F:19])([F:18])[O:16][C:13]1[CH:14]=[CH:15][C:10]([NH:9][C:7]([C:6]2[CH:21]=[C:2]([C:30]3[CH:31]=[N:32][CH:33]=[CH:34][C:29]=3[CH3:28])[C:3]([N:22]3[CH2:26][CH2:25][C@@H:24]([OH:27])[CH2:23]3)=[N:4][CH:5]=2)=[O:8])=[CH:11][CH:12]=1. (2) Reactant: CS([O:5][C:6](=O)[CH:7]=[CH:8][CH:9]=[CH:10][CH:11]=[CH:12][CH:13]=[CH:14][CH:15]=[CH:16][CH:17]=[CH:18][CH2:19][CH2:20][CH2:21][CH2:22][CH2:23][CH2:24][CH2:25][CH2:26][CH3:27])(=O)=O.[Br-:29].[Mg+2].[Br-]. Product: [C:6]([Br:29])(=[O:5])[CH:7]=[CH:8][CH:9]=[CH:10][CH:11]=[CH:12][CH:13]=[CH:14][CH:15]=[CH:16][CH:17]=[CH:18][CH2:19][CH2:20][CH2:21][CH2:22][CH2:23][CH2:24][CH2:25][CH2:26][CH3:27]. The catalyst class is: 28.